This data is from Forward reaction prediction with 1.9M reactions from USPTO patents (1976-2016). The task is: Predict the product of the given reaction. Given the reactants [C:1]1(=O)[CH2:4][CH2:3][CH2:2]1.[NH2:6][CH:7]1[CH2:10][N:9]([C:11]([C:13]2[CH:14]=[C:15]([CH:28]=[CH:29][C:30]=2[F:31])[CH2:16][C:17]2[C:26]3[C:21](=[CH:22][CH:23]=[CH:24][CH:25]=3)[C:20](=[O:27])[NH:19][N:18]=2)=[O:12])[CH2:8]1.C(O)(=O)C.C(O[BH-](OC(=O)C)OC(=O)C)(=O)C, predict the reaction product. The product is: [CH:1]1([NH:6][CH:7]2[CH2:8][N:9]([C:11]([C:13]3[CH:14]=[C:15]([CH:28]=[CH:29][C:30]=3[F:31])[CH2:16][C:17]3[C:26]4[C:21](=[CH:22][CH:23]=[CH:24][CH:25]=4)[C:20](=[O:27])[NH:19][N:18]=3)=[O:12])[CH2:10]2)[CH2:4][CH2:3][CH2:2]1.